This data is from Forward reaction prediction with 1.9M reactions from USPTO patents (1976-2016). The task is: Predict the product of the given reaction. (1) The product is: [F:8][C:7]1[CH:6]=[CH:5][CH:4]=[C:3]([OH:9])[C:2]=1[NH:1][C:11](=[O:12])[O:13][CH3:14]. Given the reactants [NH2:1][C:2]1[C:7]([F:8])=[CH:6][CH:5]=[CH:4][C:3]=1[OH:9].Cl[C:11]([O:13][CH3:14])=[O:12].Cl, predict the reaction product. (2) Given the reactants [NH2:1][C:2]1[C:3]([NH:8][C:9]2[CH:10]=[C:11]([C:15]3[CH:20]=[CH:19][CH:18]=[CH:17][CH:16]=3)[CH:12]=[CH:13][CH:14]=2)=[N:4][CH:5]=[CH:6][CH:7]=1.[N+:21]([C:24]1[CH:29]=[CH:28][CH:27]=[CH:26][C:25]=1[CH2:30][C:31](=O)[C:32](O)=[O:33])([O-:23])=[O:22].C(OCC)(=O)C.C(=O)(O)[O-].[Na+], predict the reaction product. The product is: [C:11]1([C:15]2[CH:16]=[CH:17][CH:18]=[CH:19][CH:20]=2)[CH:12]=[CH:13][CH:14]=[C:9]([N:8]2[C:32](=[O:33])[C:31]([CH2:30][C:25]3[CH:26]=[CH:27][CH:28]=[CH:29][C:24]=3[N+:21]([O-:23])=[O:22])=[N:1][C:2]3[CH:7]=[CH:6][CH:5]=[N:4][C:3]2=3)[CH:10]=1. (3) Given the reactants C([O:4][C:5]1[CH:10]=[CH:9][CH:8]=[CH:7][C:6]=1[O:11][CH2:12][CH2:13][CH2:14][CH2:15][CH2:16][CH3:17])(=O)C.[CH2:18]([O:24][C:25]1[CH:26]=[C:27]([C:38]2[CH:43]=[CH:42][C:41]([O:44][CH2:45][CH2:46][CH2:47][CH2:48][CH2:49][CH3:50])=[C:40]([O:51][CH2:52][CH2:53][CH2:54][CH2:55][CH2:56][CH3:57])[CH:39]=2)[CH:28]=[CH:29][C:30]=1[O:31][CH2:32][CH2:33][CH2:34][CH2:35][CH2:36][CH3:37])[CH2:19][CH2:20][CH2:21][CH2:22][CH3:23], predict the reaction product. The product is: [OH:4][C:5]1[C:6]([O:11][CH2:12][CH2:13][CH2:14][CH2:15][CH2:16][CH3:17])=[CH:7][C:8]2[C:43]3[C:38](=[CH:39][C:40]([O:51][CH2:52][CH2:53][CH2:54][CH2:55][CH2:56][CH3:57])=[C:41]([O:44][CH2:45][CH2:46][CH2:47][CH2:48][CH2:49][CH3:50])[CH:42]=3)[C:27]3[C:28](=[CH:29][C:30]([O:31][CH2:32][CH2:33][CH2:34][CH2:35][CH2:36][CH3:37])=[C:25]([O:24][CH2:18][CH2:19][CH2:20][CH2:21][CH2:22][CH3:23])[CH:26]=3)[C:9]=2[CH:10]=1. (4) Given the reactants [Br:1][C:2]1[S:6][C:5]([CH3:7])=[N:4][C:3]=1[C:8]1[CH:13]=[CH:12][N+:11]([O-])=[CH:10][CH:9]=1.C([NH2:19])(C)(C)C.C1(C)C=CC(S(OS(C2C=CC(C)=CC=2)(=O)=O)(=O)=O)=CC=1, predict the reaction product. The product is: [NH2:19][C:12]1[CH:13]=[C:8]([C:3]2[N:4]=[C:5]([CH3:7])[S:6][C:2]=2[Br:1])[CH:9]=[CH:10][N:11]=1.